From a dataset of Reaction yield outcomes from USPTO patents with 853,638 reactions. Predict the reaction yield, written as a fraction of the theoretical maximum amount of product (1.0 means a 100% yield; for example, 0.34 means a 34% yield). (1) The reactants are [N:1]([CH2:4][CH:5]1[CH2:9][C:8]2[CH:10]=[CH:11][C:12]([F:21])=[C:13]([C:14]3[CH:19]=[CH:18][CH:17]=[CH:16][C:15]=3[Cl:20])[C:7]=2[O:6]1)=[N+]=[N-].C1(P(C2C=CC=CC=2)C2C=CC=CC=2)C=CC=CC=1. The catalyst is O1CCCC1. The product is [F:21][C:12]1[CH:11]=[CH:10][C:8]2[CH2:9][CH:5]([CH2:4][NH2:1])[O:6][C:7]=2[C:13]=1[C:14]1[CH:19]=[CH:18][CH:17]=[CH:16][C:15]=1[Cl:20]. The yield is 0.470. (2) The reactants are [H-].[Na+].CO[C:5](=[O:16])[CH2:6][CH2:7][C:8]1[CH:9]=[N:10][C:11]([O:14][CH3:15])=[CH:12][CH:13]=1.[CH:17](OC)=O.[NH2:21][C:22]([NH2:24])=[S:23]. The catalyst is COCCOC. The product is [CH3:15][O:14][C:11]1[N:10]=[CH:9][C:8]([CH2:7][C:6]2[C:5](=[O:16])[NH:21][C:22](=[S:23])[NH:24][CH:17]=2)=[CH:13][CH:12]=1. The yield is 0.498. (3) The reactants are Br.Br[CH2:3][C:4]([C:6]1[CH:11]=[CH:10][N:9]=[CH:8][CH:7]=1)=O.[C:12]1([NH:18][C:19]([NH2:21])=[S:20])[CH:17]=[CH:16][CH:15]=[CH:14][CH:13]=1.N. The catalyst is CCO.O. The product is [C:12]1([NH:18][C:19]2[S:20][CH:3]=[C:4]([C:6]3[CH:11]=[CH:10][N:9]=[CH:8][CH:7]=3)[N:21]=2)[CH:17]=[CH:16][CH:15]=[CH:14][CH:13]=1. The yield is 0.940.